Dataset: Peptide-MHC class I binding affinity with 185,985 pairs from IEDB/IMGT. Task: Regression. Given a peptide amino acid sequence and an MHC pseudo amino acid sequence, predict their binding affinity value. This is MHC class I binding data. (1) The peptide sequence is SCYPRYPGVR. The MHC is HLA-A33:01 with pseudo-sequence HLA-A33:01. The binding affinity (normalized) is 0.0986. (2) The peptide sequence is TRKIRSEEL. The MHC is HLA-A80:01 with pseudo-sequence HLA-A80:01. The binding affinity (normalized) is 0.0847.